Dataset: Full USPTO retrosynthesis dataset with 1.9M reactions from patents (1976-2016). Task: Predict the reactants needed to synthesize the given product. Given the product [F:15][CH2:16][C:17]([C:2]1[CH:7]=[CH:6][CH:5]=[C:4]([CH3:8])[C:3]=1[F:9])=[O:18], predict the reactants needed to synthesize it. The reactants are: Br[C:2]1[CH:7]=[CH:6][CH:5]=[C:4]([CH3:8])[C:3]=1[F:9].C([Li])CCC.[F:15][CH2:16][C:17](OCC)=[O:18].